Dataset: Reaction yield outcomes from USPTO patents with 853,638 reactions. Task: Predict the reaction yield, written as a fraction of the theoretical maximum amount of product (1.0 means a 100% yield; for example, 0.34 means a 34% yield). (1) The reactants are [OH:1][C:2]([C:26]1[S:27][CH:28]=[CH:29][CH:30]=1)([C:21]1[S:22][CH:23]=[CH:24][CH:25]=1)[C:3]([O:5][C@H:6]1[CH2:11][CH2:10][C@H:9]([N:12](C(OC(C)(C)C)=O)[CH3:13])[CH2:8][CH2:7]1)=[O:4].Cl. The catalyst is O1CCOCC1. The product is [OH:1][C:2]([C:21]1[S:22][CH:23]=[CH:24][CH:25]=1)([C:26]1[S:27][CH:28]=[CH:29][CH:30]=1)[C:3]([O:5][C@H:6]1[CH2:7][CH2:8][C@H:9]([NH:12][CH3:13])[CH2:10][CH2:11]1)=[O:4]. The yield is 0.780. (2) The reactants are [NH2:1][C:2]([C:4]1[CH:5]=[N:6][C:7]2[C:12]([C:13]=1[NH:14][C:15]1[CH:16]=[C:17]([CH:23]=[CH:24][CH:25]=1)[C:18]([O:20][CH2:21][CH3:22])=[O:19])=[CH:11][CH:10]=[C:9](Cl)[CH:8]=2)=[O:3].[CH3:27][C:28]1[CH:33]=[CH:32][N:31]=[CH:30][C:29]=1B(O)O.C(=O)([O-])[O-].[K+].[K+]. The catalyst is O1CCOCC1.O.C1C=CC([P]([Pd]([P](C2C=CC=CC=2)(C2C=CC=CC=2)C2C=CC=CC=2)([P](C2C=CC=CC=2)(C2C=CC=CC=2)C2C=CC=CC=2)[P](C2C=CC=CC=2)(C2C=CC=CC=2)C2C=CC=CC=2)(C2C=CC=CC=2)C2C=CC=CC=2)=CC=1. The product is [NH2:1][C:2]([C:4]1[CH:5]=[N:6][C:7]2[C:12]([C:13]=1[NH:14][C:15]1[CH:16]=[C:17]([CH:23]=[CH:24][CH:25]=1)[C:18]([O:20][CH2:21][CH3:22])=[O:19])=[CH:11][CH:10]=[C:9]([C:29]1[CH:30]=[N:31][CH:32]=[CH:33][C:28]=1[CH3:27])[CH:8]=2)=[O:3]. The yield is 0.420. (3) The reactants are [CH2:1]1[O:9][C:8]2[CH:7]=[CH:6][C:5]([CH:10](O)[CH3:11])=[CH:4][C:3]=2[O:2]1.[C:13]([O:16]C(=O)C)(=[O:15])[CH3:14]. The catalyst is N1C=CC=CC=1. The product is [C:13]([O:16][CH2:11][CH2:10][C:5]1[CH:6]=[CH:7][C:8]2[O:9][CH2:1][O:2][C:3]=2[CH:4]=1)(=[O:15])[CH3:14]. The yield is 0.810.